Dataset: Forward reaction prediction with 1.9M reactions from USPTO patents (1976-2016). Task: Predict the product of the given reaction. Given the reactants [Br:1][C:2]1[C:15]([O:16][CH3:17])=[CH:14][C:13]2[C:4](=[C:5]([O:20][C@H:21]3[CH2:25][N:24](C(OC(C)(C)C)=O)[C@H:23]([C:33]([O:35][CH3:36])=[O:34])[CH2:22]3)[N:6]=[C:7]3[C:12]=2[CH:11]=[CH:10][C:9]([C:18]#[N:19])=[CH:8]3)[CH:3]=1.[ClH:37], predict the reaction product. The product is: [ClH:37].[Br:1][C:2]1[C:15]([O:16][CH3:17])=[CH:14][C:13]2[C:4](=[C:5]([O:20][C@H:21]3[CH2:25][NH:24][C@H:23]([C:33]([O:35][CH3:36])=[O:34])[CH2:22]3)[N:6]=[C:7]3[C:12]=2[CH:11]=[CH:10][C:9]([C:18]#[N:19])=[CH:8]3)[CH:3]=1.